This data is from Catalyst prediction with 721,799 reactions and 888 catalyst types from USPTO. The task is: Predict which catalyst facilitates the given reaction. Reactant: [C:1]1([S:7]([N:10]2[C:14]3=[N:15][CH:16]=[C:17]([C:19]4[CH:24]=[CH:23][C:22]([O:25][CH3:26])=[C:21]([O:27][CH3:28])[CH:20]=4)[CH:18]=[C:13]3[C:12](I)=[CH:11]2)(=[O:9])=[O:8])[CH:6]=[CH:5][CH:4]=[CH:3][CH:2]=1.[CH2:30]([O:32][C:33](=[O:42])[C:34]1[CH:39]=[CH:38][C:37]([C:40]#[CH:41])=[CH:36][CH:35]=1)[CH3:31].C(N(CC)CC)C. Product: [CH2:30]([O:32][C:33](=[O:42])[C:34]1[CH:39]=[CH:38][C:37]([C:40]#[C:41][C:12]2[C:13]3[C:14](=[N:15][CH:16]=[C:17]([C:19]4[CH:24]=[CH:23][C:22]([O:25][CH3:26])=[C:21]([O:27][CH3:28])[CH:20]=4)[CH:18]=3)[N:10]([S:7]([C:1]3[CH:6]=[CH:5][CH:4]=[CH:3][CH:2]=3)(=[O:9])=[O:8])[CH:11]=2)=[CH:36][CH:35]=1)[CH3:31]. The catalyst class is: 778.